This data is from Rat liver microsome stability data. The task is: Regression/Classification. Given a drug SMILES string, predict its absorption, distribution, metabolism, or excretion properties. Task type varies by dataset: regression for continuous measurements (e.g., permeability, clearance, half-life) or binary classification for categorical outcomes (e.g., BBB penetration, CYP inhibition). Dataset: rlm. (1) The molecule is CCOc1ccc(S(=O)(=O)NCc2cccnc2)cc1NC(=O)c1ccccc1F. The result is 1 (stable in rat liver microsomes). (2) The drug is O=C(Nc1nc(-c2ccccc2)cs1)c1ccncc1NS(=O)(=O)c1cccc(Cl)c1. The result is 1 (stable in rat liver microsomes). (3) The compound is COc1ccc(C(=O)N2CCN(c3ccccn3)CC2)cc1C#Cc1ccccc1. The result is 1 (stable in rat liver microsomes). (4) The result is 0 (unstable in rat liver microsomes). The molecule is O=C(N[C@H](Cc1c[nH]c2ccccc12)C(=O)Nc1ccncc1)c1ccc(-c2ccc(C(F)(F)F)c(F)c2)cc1F. (5) The compound is C[C@@H]1[C@@H](CC(C[C@H]2O[C@@H]3O[C@]4(C)CC[C@@H]5[C@H](C)CC[C@@H]([C@H]2C)[C@@]35OO4)C(=O)NCc2ccc(F)cc2)O[C@@H]2O[C@]3(C)CC[C@H]4[C@H](C)CC[C@@H]1[C@@]24OO3. The result is 1 (stable in rat liver microsomes).